Task: Predict the reaction yield, written as a fraction of the theoretical maximum amount of product (1.0 means a 100% yield; for example, 0.34 means a 34% yield).. Dataset: Reaction yield outcomes from USPTO patents with 853,638 reactions (1) The reactants are [Cl:1][C:2]1[CH:7]=[C:6]([CH2:8][OH:9])[CH:5]=[C:4]([Cl:10])[C:3]=1[OH:11].[CH3:12][Mg+].[Br-].[NH4+].[Cl-].O. The catalyst is CCOCC. The product is [Cl:1][C:2]1[CH:7]=[C:6]([CH:8]([OH:9])[CH3:12])[CH:5]=[C:4]([Cl:10])[C:3]=1[OH:11]. The yield is 0.950. (2) The reactants are [Cl:1][C:2]1[CH:10]=[CH:9][CH:8]=[C:7]2[C:3]=1[C:4](=[O:12])[NH:5][C:6]2=[O:11].[F:13][C:14]1[CH:21]=[CH:20][C:17]([CH2:18]N)=[CH:16][CH:15]=1. The catalyst is C(O)(=O)C. The product is [Cl:1][C:2]1[CH:10]=[CH:9][CH:8]=[C:7]2[C:3]=1[C:4](=[O:12])[N:5]([CH2:18][C:17]1[CH:20]=[CH:21][C:14]([F:13])=[CH:15][CH:16]=1)[C:6]2=[O:11]. The yield is 0.890. (3) The reactants are [Cl:1][C:2]1[C:3]([C:8]([F:11])([F:10])[F:9])=[N:4][NH:5][C:6]=1[CH3:7].Br[CH2:13][C:14]([O:16]CC)=[O:15].C(=O)([O-])[O-].[K+].[K+]. The catalyst is CN(C=O)C.O. The product is [Cl:1][C:2]1[C:3]([C:8]([F:9])([F:11])[F:10])=[N:4][N:5]([CH2:13][C:14]([OH:16])=[O:15])[C:6]=1[CH3:7]. The yield is 0.840. (4) The reactants are [N+:1]([C:4]1[CH:5]=[CH:6][C:7](Cl)=[N:8][CH:9]=1)([O-:3])=[O:2].[C:11]([N:18]1[CH2:23][CH2:22][NH:21][CH2:20][CH2:19]1)([O:13][C:14]([CH3:17])([CH3:16])[CH3:15])=[O:12].C(N(CC)C(C)C)(C)C. The catalyst is CN(C=O)C. The yield is 1.00. The product is [N+:1]([C:4]1[CH:5]=[CH:6][C:7]([N:21]2[CH2:20][CH2:19][N:18]([C:11]([O:13][C:14]([CH3:17])([CH3:16])[CH3:15])=[O:12])[CH2:23][CH2:22]2)=[N:8][CH:9]=1)([O-:3])=[O:2]. (5) The reactants are [S:1]1[C:5]2[CH2:6][CH2:7][CH2:8][CH2:9][CH2:10][C:4]=2[N:3]=[C:2]1[NH2:11].[Cl:12][C:13]1[CH:14]=[C:15]([CH:19]=[CH:20][CH:21]=1)[C:16](Cl)=[O:17].Br[CH:23]([CH2:28][CH3:29])[C:24]([O:26]C)=[O:25].FC1C2N=C(N)SC=2C=C(F)C=1.C1(C)C=CC(C(Cl)=O)=CC=1.BrCC(OCC)=O. No catalyst specified. The product is [Cl:12][C:13]1[CH:14]=[C:15]([CH:19]=[CH:20][CH:21]=1)[C:16]([N:11]=[C:2]1[N:3]([CH:23]([CH2:28][CH3:29])[C:24]([OH:26])=[O:25])[C:4]2[CH2:10][CH2:9][CH2:8][CH2:7][CH2:6][C:5]=2[S:1]1)=[O:17]. The yield is 0.490.